From a dataset of NCI-60 drug combinations with 297,098 pairs across 59 cell lines. Regression. Given two drug SMILES strings and cell line genomic features, predict the synergy score measuring deviation from expected non-interaction effect. Drug 2: CC12CCC3C(C1CCC2O)C(CC4=C3C=CC(=C4)O)CCCCCCCCCS(=O)CCCC(C(F)(F)F)(F)F. Synergy scores: CSS=8.30, Synergy_ZIP=-4.07, Synergy_Bliss=-3.47, Synergy_Loewe=-0.772, Synergy_HSA=-0.298. Drug 1: CC1=C(C=C(C=C1)NC(=O)C2=CC=C(C=C2)CN3CCN(CC3)C)NC4=NC=CC(=N4)C5=CN=CC=C5. Cell line: HCT116.